This data is from NCI-60 drug combinations with 297,098 pairs across 59 cell lines. The task is: Regression. Given two drug SMILES strings and cell line genomic features, predict the synergy score measuring deviation from expected non-interaction effect. (1) Drug 1: CC12CCC3C(C1CCC2O)C(CC4=C3C=CC(=C4)O)CCCCCCCCCS(=O)CCCC(C(F)(F)F)(F)F. Drug 2: C#CCC(CC1=CN=C2C(=N1)C(=NC(=N2)N)N)C3=CC=C(C=C3)C(=O)NC(CCC(=O)O)C(=O)O. Cell line: NCI/ADR-RES. Synergy scores: CSS=-9.06, Synergy_ZIP=4.81, Synergy_Bliss=4.57, Synergy_Loewe=-11.6, Synergy_HSA=-4.53. (2) Drug 1: CCC1=CC2CC(C3=C(CN(C2)C1)C4=CC=CC=C4N3)(C5=C(C=C6C(=C5)C78CCN9C7C(C=CC9)(C(C(C8N6C)(C(=O)OC)O)OC(=O)C)CC)OC)C(=O)OC.C(C(C(=O)O)O)(C(=O)O)O. Drug 2: C1CN(CCN1C(=O)CCBr)C(=O)CCBr. Cell line: PC-3. Synergy scores: CSS=25.6, Synergy_ZIP=-4.15, Synergy_Bliss=-1.36, Synergy_Loewe=-17.1, Synergy_HSA=0.798. (3) Drug 1: CCCS(=O)(=O)NC1=C(C(=C(C=C1)F)C(=O)C2=CNC3=C2C=C(C=N3)C4=CC=C(C=C4)Cl)F. Drug 2: C1CCC(C1)C(CC#N)N2C=C(C=N2)C3=C4C=CNC4=NC=N3. Cell line: LOX IMVI. Synergy scores: CSS=31.0, Synergy_ZIP=-3.27, Synergy_Bliss=-3.75, Synergy_Loewe=-5.81, Synergy_HSA=-0.326. (4) Cell line: OVCAR3. Synergy scores: CSS=47.9, Synergy_ZIP=-2.54, Synergy_Bliss=-2.73, Synergy_Loewe=-4.53, Synergy_HSA=1.80. Drug 1: C1CC(CCC1OC2=C(C(=CC=C2)Cl)F)(CC3=NC(=CC=C3)NC4=NC=CS4)C(=O)O. Drug 2: C1CC(C1)(C2=CC=C(C=C2)C3=C(C=C4C(=N3)C=CN5C4=NNC5=O)C6=CC=CC=C6)N.